This data is from NCI-60 drug combinations with 297,098 pairs across 59 cell lines. The task is: Regression. Given two drug SMILES strings and cell line genomic features, predict the synergy score measuring deviation from expected non-interaction effect. (1) Drug 2: CC1=C2C(C(=O)C3(C(CC4C(C3C(C(C2(C)C)(CC1OC(=O)C(C(C5=CC=CC=C5)NC(=O)C6=CC=CC=C6)O)O)OC(=O)C7=CC=CC=C7)(CO4)OC(=O)C)O)C)OC(=O)C. Cell line: NCIH23. Synergy scores: CSS=22.8, Synergy_ZIP=0.898, Synergy_Bliss=3.06, Synergy_Loewe=-17.8, Synergy_HSA=3.34. Drug 1: CC(CN1CC(=O)NC(=O)C1)N2CC(=O)NC(=O)C2. (2) Drug 1: C1CC(C1)(C(=O)O)C(=O)O.[NH2-].[NH2-].[Pt+2]. Drug 2: CC12CCC3C(C1CCC2OP(=O)(O)O)CCC4=C3C=CC(=C4)OC(=O)N(CCCl)CCCl.[Na+]. Cell line: HL-60(TB). Synergy scores: CSS=56.7, Synergy_ZIP=-3.68, Synergy_Bliss=-2.07, Synergy_Loewe=-24.3, Synergy_HSA=-8.35. (3) Drug 1: CC12CCC3C(C1CCC2O)C(CC4=C3C=CC(=C4)O)CCCCCCCCCS(=O)CCCC(C(F)(F)F)(F)F. Drug 2: C1C(C(OC1N2C=NC3=C2NC=NCC3O)CO)O. Cell line: HOP-92. Synergy scores: CSS=0.732, Synergy_ZIP=0.850, Synergy_Bliss=0.908, Synergy_Loewe=0.765, Synergy_HSA=-0.477. (4) Drug 1: C1=NC(=NC(=O)N1C2C(C(C(O2)CO)O)O)N. Cell line: MCF7. Drug 2: COCCOC1=C(C=C2C(=C1)C(=NC=N2)NC3=CC=CC(=C3)C#C)OCCOC.Cl. Synergy scores: CSS=1.99, Synergy_ZIP=-0.165, Synergy_Bliss=2.39, Synergy_Loewe=0.665, Synergy_HSA=1.11. (5) Drug 1: C1CCN(CC1)CCOC2=CC=C(C=C2)C(=O)C3=C(SC4=C3C=CC(=C4)O)C5=CC=C(C=C5)O. Drug 2: CC12CCC3C(C1CCC2=O)CC(=C)C4=CC(=O)C=CC34C. Cell line: SF-539. Synergy scores: CSS=51.7, Synergy_ZIP=0.151, Synergy_Bliss=-0.560, Synergy_Loewe=0.695, Synergy_HSA=0.135. (6) Drug 1: C1CC(=O)NC(=O)C1N2CC3=C(C2=O)C=CC=C3N. Drug 2: C1=CC(=CC=C1CCCC(=O)O)N(CCCl)CCCl. Cell line: HOP-92. Synergy scores: CSS=30.7, Synergy_ZIP=-8.51, Synergy_Bliss=-3.03, Synergy_Loewe=-2.14, Synergy_HSA=-0.269. (7) Drug 1: C1CC(=O)NC(=O)C1N2C(=O)C3=CC=CC=C3C2=O. Drug 2: C1CNP(=O)(OC1)N(CCCl)CCCl. Cell line: HL-60(TB). Synergy scores: CSS=-14.1, Synergy_ZIP=18.7, Synergy_Bliss=22.6, Synergy_Loewe=4.23, Synergy_HSA=1.63. (8) Drug 1: CCC(=C(C1=CC=CC=C1)C2=CC=C(C=C2)OCCN(C)C)C3=CC=CC=C3.C(C(=O)O)C(CC(=O)O)(C(=O)O)O. Drug 2: CN1C(=O)N2C=NC(=C2N=N1)C(=O)N. Cell line: EKVX. Synergy scores: CSS=-5.06, Synergy_ZIP=5.76, Synergy_Bliss=-5.62, Synergy_Loewe=0.316, Synergy_HSA=-7.72. (9) Drug 1: C1=CC=C(C=C1)NC(=O)CCCCCCC(=O)NO. Drug 2: CC(C)(C#N)C1=CC(=CC(=C1)CN2C=NC=N2)C(C)(C)C#N. Cell line: SNB-19. Synergy scores: CSS=4.56, Synergy_ZIP=4.84, Synergy_Bliss=2.01, Synergy_Loewe=3.46, Synergy_HSA=2.49. (10) Drug 1: CN(CC1=CN=C2C(=N1)C(=NC(=N2)N)N)C3=CC=C(C=C3)C(=O)NC(CCC(=O)O)C(=O)O. Drug 2: CCN(CC)CCCC(C)NC1=C2C=C(C=CC2=NC3=C1C=CC(=C3)Cl)OC. Cell line: HCT-15. Synergy scores: CSS=51.9, Synergy_ZIP=-3.16, Synergy_Bliss=-0.546, Synergy_Loewe=-8.14, Synergy_HSA=-1.83.